This data is from NCI-60 drug combinations with 297,098 pairs across 59 cell lines. The task is: Regression. Given two drug SMILES strings and cell line genomic features, predict the synergy score measuring deviation from expected non-interaction effect. (1) Drug 1: CC12CCC3C(C1CCC2=O)CC(=C)C4=CC(=O)C=CC34C. Drug 2: C1=NC2=C(N=C(N=C2N1C3C(C(C(O3)CO)O)O)F)N. Cell line: SNB-75. Synergy scores: CSS=21.4, Synergy_ZIP=-8.15, Synergy_Bliss=-0.409, Synergy_Loewe=-0.288, Synergy_HSA=-1.03. (2) Synergy scores: CSS=1.45, Synergy_ZIP=-1.54, Synergy_Bliss=-1.43, Synergy_Loewe=-0.883, Synergy_HSA=-0.747. Cell line: TK-10. Drug 2: C(CCl)NC(=O)N(CCCl)N=O. Drug 1: C1C(C(OC1N2C=NC3=C2NC=NCC3O)CO)O.